From a dataset of Reaction yield outcomes from USPTO patents with 853,638 reactions. Predict the reaction yield, written as a fraction of the theoretical maximum amount of product (1.0 means a 100% yield; for example, 0.34 means a 34% yield). (1) The reactants are Cl.[F:2][C:3]([F:32])([F:31])[C:4]1[CH:5]=[C:6]([CH:24]=[C:25]([C:27]([F:30])([F:29])[F:28])[CH:26]=1)[CH2:7][N:8]([CH3:23])[C:9]([C@H:11]1[CH2:16][CH2:15][NH:14][CH2:13][C@H:12]1[C:17]1[CH:22]=[CH:21][CH:20]=[CH:19][CH:18]=1)=[O:10].[CH3:33][S:34]([CH2:37][CH2:38][C:39](O)=[O:40])(=[O:36])=[O:35].CCN=C=NCCCN(C)C.Cl.C1C=CC2N(O)N=NC=2C=1. The catalyst is C1COCC1.O.CCN(CC)CC. The product is [F:28][C:27]([F:30])([F:29])[C:25]1[CH:24]=[C:6]([CH:5]=[C:4]([C:3]([F:31])([F:2])[F:32])[CH:26]=1)[CH2:7][N:8]([CH3:23])[C:9]([C@H:11]1[CH2:16][CH2:15][N:14]([C:39](=[O:40])[CH2:38][CH2:37][S:34]([CH3:33])(=[O:36])=[O:35])[CH2:13][C@H:12]1[C:17]1[CH:22]=[CH:21][CH:20]=[CH:19][CH:18]=1)=[O:10]. The yield is 0.680. (2) The reactants are Br[C:2]1[C:3]([CH3:10])=[N:4][C:5]([O:8][CH3:9])=[CH:6][CH:7]=1.[C:11]([O:14][CH2:15][C:16]1[C:21]([N:22]2[N:31]=[CH:30][C:29]3[C:24](=[C:25]([F:36])[CH:26]=[C:27]([C:32]([CH3:35])([CH3:34])[CH3:33])[CH:28]=3)[C:23]2=[O:37])=[CH:20][CH:19]=[CH:18][C:17]=1[B-](F)(F)F)(=[O:13])[CH3:12].[K+].[O-]P([O-])([O-])=O.[K+].[K+].[K+].CC(C1C=C(C(C)C)C(C2C=CC=CC=2P(C2CCCCC2)C2CCCCC2)=C(C(C)C)C=1)C. The yield is 0.811. The product is [C:11]([O:14][CH2:15][C:16]1[C:17]([C:2]2[C:3]([CH3:10])=[N:4][C:5]([O:8][CH3:9])=[CH:6][CH:7]=2)=[CH:18][CH:19]=[CH:20][C:21]=1[N:22]1[N:31]=[CH:30][C:29]2[C:24](=[C:25]([F:36])[CH:26]=[C:27]([C:32]([CH3:34])([CH3:33])[CH3:35])[CH:28]=2)[C:23]1=[O:37])(=[O:13])[CH3:12]. The catalyst is C(O)CCC.C1C=CC(/C=C/C(/C=C/C2C=CC=CC=2)=O)=CC=1.C1C=CC(/C=C/C(/C=C/C2C=CC=CC=2)=O)=CC=1.[Pd].O.CCCCCC.C(OCC)(=O)C. (3) The reactants are C1(C[O:8][C:9]2[CH:10]=[C:11]3[C:15](=[CH:16][CH:17]=2)[N:14]([CH2:18][C:19]([F:22])([F:21])[F:20])[C:13]([C:23]([O:25][CH2:26][CH3:27])=[O:24])=[CH:12]3)C=CC=CC=1. The catalyst is [Pd]. The product is [OH:8][C:9]1[CH:10]=[C:11]2[C:15](=[CH:16][CH:17]=1)[N:14]([CH2:18][C:19]([F:22])([F:20])[F:21])[C:13]([C:23]([O:25][CH2:26][CH3:27])=[O:24])=[CH:12]2. The yield is 0.890. (4) The reactants are C([O:8][C:9]1[CH:18]=[C:17]2[C:12]([C:13](=[O:26])[CH2:14][C:15]([C:19]3[CH:24]=[CH:23][CH:22]=[CH:21][C:20]=3[F:25])=[N:16]2)=[CH:11][C:10]=1[O:27][CH3:28])C1C=CC=CC=1.FC1C=CC=CC=1C1CC(=O)C2C(=CC=C(O)C=2O)N=1. No catalyst specified. The product is [F:25][C:20]1[CH:21]=[CH:22][CH:23]=[CH:24][C:19]=1[C:15]1[CH2:14][C:13](=[O:26])[C:12]2[C:17](=[CH:18][C:9]([OH:8])=[C:10]([O:27][CH3:28])[CH:11]=2)[N:16]=1. The yield is 0.613. (5) The reactants are [CH3:1][N:2]([CH3:32])[C:3]([C:5]1[N:26]([CH:27]2[CH2:31][CH2:30][CH2:29][CH2:28]2)[C:8]2[N:9]=[C:10]([NH:13][C:14]3[N:15]=[N:16][C:17]([N:20]4[CH2:25][CH2:24][NH:23][CH2:22][CH2:21]4)=[CH:18][CH:19]=3)[N:11]=[CH:12][C:7]=2[CH:6]=1)=[O:4].Br[CH2:34][CH2:35][OH:36]. No catalyst specified. The product is [CH3:1][N:2]([CH3:32])[C:3]([C:5]1[N:26]([CH:27]2[CH2:31][CH2:30][CH2:29][CH2:28]2)[C:8]2[N:9]=[C:10]([NH:13][C:14]3[N:15]=[N:16][C:17]([N:20]4[CH2:21][CH2:22][N:23]([CH2:34][CH2:35][OH:36])[CH2:24][CH2:25]4)=[CH:18][CH:19]=3)[N:11]=[CH:12][C:7]=2[CH:6]=1)=[O:4]. The yield is 0.130. (6) The reactants are [C:1]([O:5][C:6]([N:8]([C@H:16]1[CH2:24][O:23][CH2:22][C@H:21]([O:25][CH2:26][CH:27]=[CH2:28])[C@@H:20]([O:29][CH2:30][CH:31]=[CH2:32])[C@H:19]([CH3:33])[O:18][C:17]1=[O:34])[C:9](=[O:15])[O:10][C:11]([CH3:14])([CH3:13])[CH3:12])=[O:7])([CH3:4])([CH3:3])[CH3:2]. The catalyst is CCOC(C)=O.[Pd]. The product is [C:1]([O:5][C:6]([N:8]([C@H:16]1[CH2:24][O:23][CH2:22][C@H:21]([O:25][CH2:26][CH2:27][CH3:28])[C@@H:20]([O:29][CH2:30][CH2:31][CH3:32])[C@H:19]([CH3:33])[O:18][C:17]1=[O:34])[C:9](=[O:15])[O:10][C:11]([CH3:13])([CH3:14])[CH3:12])=[O:7])([CH3:2])([CH3:3])[CH3:4]. The yield is 0.990. (7) The reactants are Cl[C:2]1[N:10]=[CH:9][N:8]=[C:7]2[C:3]=1[NH:4][CH:5]=[N:6]2.[NH:11]1[CH2:19][CH2:18][CH:14]([C:15]([NH2:17])=[O:16])[CH2:13][CH2:12]1.C(N(CC)CC)C. The catalyst is C(O)CCC. The product is [N:10]1[C:2]([N:11]2[CH2:19][CH2:18][CH:14]([C:15]([NH2:17])=[O:16])[CH2:13][CH2:12]2)=[C:3]2[C:7]([NH:6][CH:5]=[N:4]2)=[N:8][CH:9]=1. The yield is 0.960. (8) The catalyst is O1CCCC1. The reactants are [NH2:1][C:2]1[S:3][CH:4]=[CH:5][C:6]=1[C:7]([C:9]1[CH:18]=[CH:17][C:12]([C:13]([O:15][CH3:16])=[O:14])=[CH:11][CH:10]=1)=[O:8].[I-].[Na+].C(=O)=O.[CH3:24][C:25](C)=[O:26].[NH3:28]. The yield is 0.280. The product is [NH2:28][CH2:24][C:25]([NH:1][C:2]1[S:3][CH:4]=[CH:5][C:6]=1[C:7]([C:9]1[CH:18]=[CH:17][C:12]([C:13]([O:15][CH3:16])=[O:14])=[CH:11][CH:10]=1)=[O:8])=[O:26].